Dataset: Catalyst prediction with 721,799 reactions and 888 catalyst types from USPTO. Task: Predict which catalyst facilitates the given reaction. (1) Reactant: [CH3:1][O:2][C:3](=[O:11])[C:4]1[CH:9]=[C:8]([NH2:10])[CH:7]=[N:6][CH:5]=1.[Br:12][C:13]1[CH:14]=[CH:15][C:16]([O:23][CH3:24])=[C:17]([S:19](Cl)(=[O:21])=[O:20])[CH:18]=1. Product: [CH3:1][O:2][C:3](=[O:11])[C:4]1[CH:9]=[C:8]([NH:10][S:19]([C:17]2[CH:18]=[C:13]([Br:12])[CH:14]=[CH:15][C:16]=2[O:23][CH3:24])(=[O:20])=[O:21])[CH:7]=[N:6][CH:5]=1. The catalyst class is: 383. (2) Reactant: [CH:1]1([C@H:4]([C:6]2[CH:11]=[CH:10][CH:9]=[C:8]([CH:12]([CH3:14])[CH3:13])[C:7]=2[OH:15])[CH3:5])[CH2:3][CH2:2]1.[C:16](=O)([O-])[O-].[K+].[K+].S(OC)(OC)(=O)=O. Product: [CH:1]1([C@H:4]([C:6]2[CH:11]=[CH:10][CH:9]=[C:8]([CH:12]([CH3:14])[CH3:13])[C:7]=2[O:15][CH3:16])[CH3:5])[CH2:3][CH2:2]1. The catalyst class is: 21. (3) Reactant: [CH2:1]([O:8][C:9]1[CH:18]=[C:17]2[C:12]([C:13]([OH:24])=[CH:14][C:15]([C:19]([O:21][CH2:22][CH3:23])=[O:20])=[CH:16]2)=[CH:11][CH:10]=1)[C:2]1[CH:7]=[CH:6][CH:5]=[CH:4][CH:3]=1.[CH3:25][Si:26]([CH3:33])([CH3:32])[CH2:27][CH2:28][O:29][CH2:30]Cl.C([O-])([O-])=O.[K+].[K+].CCOC(C)=O. Product: [CH2:1]([O:8][C:9]1[CH:18]=[C:17]2[C:12]([C:13]([O:24][CH2:30][O:29][CH2:28][CH2:27][Si:26]([CH3:33])([CH3:32])[CH3:25])=[CH:14][C:15]([C:19]([O:21][CH2:22][CH3:23])=[O:20])=[CH:16]2)=[CH:11][CH:10]=1)[C:2]1[CH:3]=[CH:4][CH:5]=[CH:6][CH:7]=1. The catalyst class is: 10. (4) Reactant: [OH:1][CH2:2][C@H:3]1[N:8]([S:9]([C:12]2[CH:17]=[CH:16][C:15]([CH3:18])=[CH:14][CH:13]=2)(=[O:11])=[O:10])[CH2:7][C@H:6]([OH:19])[C@@H:5]([C:20]2[CH:25]=[CH:24][C:23]([OH:26])=[CH:22][CH:21]=2)[CH2:4]1.C1C=CC(N([S:34]([C:37]([F:40])([F:39])[F:38])(=[O:36])=[O:35])[S:34]([C:37]([F:40])([F:39])[F:38])(=[O:36])=[O:35])=CC=1.C(N(CC)CC)C. The catalyst class is: 503. Product: [OH:19][C@H:6]1[CH2:7][N:8]([S:9]([C:12]2[CH:13]=[CH:14][C:15]([CH3:18])=[CH:16][CH:17]=2)(=[O:10])=[O:11])[C@H:3]([CH2:2][OH:1])[CH2:4][C@@H:5]1[C:20]1[CH:21]=[CH:22][C:23]([O:26][S:34]([C:37]([F:40])([F:39])[F:38])(=[O:36])=[O:35])=[CH:24][CH:25]=1. (5) Reactant: [CH2:1]([O:3][C:4]([C@H:6]1[CH2:11][CH2:10][C@H:9]([O:12][C:13]2[N:14]=[N:15][C:16](Cl)=[CH:17][CH:18]=2)[CH2:8][CH2:7]1)=[O:5])[CH3:2].C(N(CC)CC)C. Product: [CH2:1]([O:3][C:4]([C@H:6]1[CH2:11][CH2:10][C@H:9]([O:12][C:13]2[N:14]=[N:15][CH:16]=[CH:17][CH:18]=2)[CH2:8][CH2:7]1)=[O:5])[CH3:2]. The catalyst class is: 78.